Dataset: Full USPTO retrosynthesis dataset with 1.9M reactions from patents (1976-2016). Task: Predict the reactants needed to synthesize the given product. Given the product [C:12]1([C:10]2([C:8]3[CH:7]=[CH:6][C:5]4[O:1][CH:2]=[CH:3][C:4]=4[CH:9]=3)[S:25][CH2:22][CH2:23][S:24]2)[CH:17]=[CH:16][CH:15]=[CH:14][CH:13]=1, predict the reactants needed to synthesize it. The reactants are: [O:1]1[C:5]2[CH:6]=[CH:7][C:8]([C:10]([C:12]3[CH:17]=[CH:16][CH:15]=[CH:14][CH:13]=3)=O)=[CH:9][C:4]=2[CH:3]=[CH:2]1.C(O)(=O)C.[CH2:22]([SH:25])[CH2:23][SH:24].B(F)(F)F.